This data is from Peptide-MHC class I binding affinity with 185,985 pairs from IEDB/IMGT. The task is: Regression. Given a peptide amino acid sequence and an MHC pseudo amino acid sequence, predict their binding affinity value. This is MHC class I binding data. (1) The peptide sequence is MSSEGAWKHV. The MHC is HLA-B57:01 with pseudo-sequence HLA-B57:01. The binding affinity (normalized) is 0.0652. (2) The peptide sequence is LLYEVDGDV. The MHC is HLA-A02:50 with pseudo-sequence HLA-A02:50. The binding affinity (normalized) is 0.350. (3) The binding affinity (normalized) is 0.262. The MHC is HLA-B15:01 with pseudo-sequence HLA-B15:01. The peptide sequence is WMLGTGVYL. (4) The peptide sequence is YILQLIRHGR. The binding affinity (normalized) is 0.139. The MHC is HLA-A03:01 with pseudo-sequence HLA-A03:01. (5) The MHC is HLA-A02:02 with pseudo-sequence HLA-A02:02. The binding affinity (normalized) is 0.898. The peptide sequence is FISPASISSV. (6) The peptide sequence is DSDPMDGCE. The MHC is HLA-A03:01 with pseudo-sequence HLA-A03:01. The binding affinity (normalized) is 0.0847. (7) The peptide sequence is YYNAFQWAI. The MHC is HLA-C04:01 with pseudo-sequence HLA-C04:01. The binding affinity (normalized) is 0.0847.